From a dataset of Experimentally validated miRNA-target interactions with 360,000+ pairs, plus equal number of negative samples. Binary Classification. Given a miRNA mature sequence and a target amino acid sequence, predict their likelihood of interaction. The miRNA is hsa-miR-519a-5p with sequence CUCUAGAGGGAAGCGCUUUCUG. The protein sequence of the target gene is MNLHQVLTGAVNPGDHCFAVGSVGEQRFTAYASGCDIVILGSNFERLQIIPGAKHGNIQVGCVDCSMQQGKIAASYGNVISVFEPVSLPKKRKNLEFYSQWQKSGQFFLDSIAHNITWDPAGNRLLTGSSCLQLWCNSRKQTEDENPDKTDLNFGNWMCIWHCKTASQVHLMKFSPDGEFFATAGKDDCLLKVWYNVENWRPAVTSPDKNSEKQSQGEIDFSFVYLAHPRAVNGFSWRKTSKYMPRASVCNVLLTCCKDNVCRLWVETFLPNDCFLYGSDCNHWCEPVSLTNNLKRNASS.... Result: 0 (no interaction).